From a dataset of Reaction yield outcomes from USPTO patents with 853,638 reactions. Predict the reaction yield, written as a fraction of the theoretical maximum amount of product (1.0 means a 100% yield; for example, 0.34 means a 34% yield). (1) The reactants are Cl.[Cl:2][C:3]1[CH:4]=[C:5]([C:10]23[CH2:15][CH:14]2[CH2:13][NH:12][CH2:11]3)[CH:6]=[CH:7][C:8]=1[Cl:9].ICC.CCN(C(C)C)[CH:22]([CH3:24])[CH3:23]. The catalyst is CN(C=O)C. The product is [Cl:2][C:3]1[CH:4]=[C:5]([C:10]23[CH2:15][CH:14]2[CH2:13][N:12]([CH:22]([CH3:24])[CH3:23])[CH2:11]3)[CH:6]=[CH:7][C:8]=1[Cl:9]. The yield is 0.490. (2) The reactants are [Br:1][C:2]1[CH:7]=[CH:6][CH:5]=[C:4]([CH2:8]O)[N:3]=1.S(Cl)([Cl:12])=O. The catalyst is C(Cl)(Cl)Cl. The product is [Br:1][C:2]1[CH:7]=[CH:6][CH:5]=[C:4]([CH2:8][Cl:12])[N:3]=1. The yield is 0.990.